Dataset: Full USPTO retrosynthesis dataset with 1.9M reactions from patents (1976-2016). Task: Predict the reactants needed to synthesize the given product. (1) Given the product [F:7][C:8]1[C:13]([N:1]2[CH:5]=[CH:4][C:3]([NH2:6])=[N:2]2)=[N:12][CH:11]=[CH:10][N:9]=1, predict the reactants needed to synthesize it. The reactants are: [NH:1]1[CH:5]=[CH:4][C:3]([NH2:6])=[N:2]1.[F:7][C:8]1[C:13](F)=[N:12][CH:11]=[CH:10][N:9]=1.C(=O)([O-])[O-].[K+].[K+]. (2) The reactants are: [C:1]([C:5]([C:13]1[CH:18]=[CH:17][CH:16]=[CH:15][CH:14]=1)([OH:12])[C:6]#[C:7][Si](C)(C)C)([CH3:4])([CH3:3])[CH3:2].C([O-])([O-])=O.[K+].[K+]. Given the product [C:1]([C:5]([C:13]1[CH:14]=[CH:15][CH:16]=[CH:17][CH:18]=1)([OH:12])[C:6]#[CH:7])([CH3:4])([CH3:2])[CH3:3], predict the reactants needed to synthesize it. (3) Given the product [CH3:14][C:12]1([CH3:15])[CH2:13][NH:8][CH:9]([CH2:16][OH:17])[CH2:10][O:11]1, predict the reactants needed to synthesize it. The reactants are: C([N:8]1[CH2:13][C:12]([CH3:15])([CH3:14])[O:11][CH2:10][CH:9]1[CH2:16][OH:17])C1C=CC=CC=1. (4) Given the product [Br:3][CH2:4][CH2:5][CH:6]([C:8]1[CH:9]=[CH:10][C:11]([Br:14])=[CH:12][CH:13]=1)[OH:7], predict the reactants needed to synthesize it. The reactants are: [BH4-].[Na+].[Br:3][CH2:4][CH2:5][C:6]([C:8]1[CH:13]=[CH:12][C:11]([Br:14])=[CH:10][CH:9]=1)=[O:7].Cl. (5) Given the product [CH3:12][O:11][C:4]1[CH:3]=[C:2]([C:14]([CH3:13])([C:19]([O:21][CH3:22])=[O:20])[C:15]([O:17][CH3:18])=[O:16])[CH:7]=[CH:6][C:5]=1[N+:8]([O-:10])=[O:9], predict the reactants needed to synthesize it. The reactants are: F[C:2]1[CH:7]=[CH:6][C:5]([N+:8]([O-:10])=[O:9])=[C:4]([O:11][CH3:12])[CH:3]=1.[CH3:13][CH:14]([C:19]([O:21][CH3:22])=[O:20])[C:15]([O:17][CH3:18])=[O:16].